This data is from NCI-60 drug combinations with 297,098 pairs across 59 cell lines. The task is: Regression. Given two drug SMILES strings and cell line genomic features, predict the synergy score measuring deviation from expected non-interaction effect. (1) Drug 2: CCCCC(=O)OCC(=O)C1(CC(C2=C(C1)C(=C3C(=C2O)C(=O)C4=C(C3=O)C=CC=C4OC)O)OC5CC(C(C(O5)C)O)NC(=O)C(F)(F)F)O. Cell line: UACC-257. Synergy scores: CSS=-4.93, Synergy_ZIP=-2.96, Synergy_Bliss=-6.51, Synergy_Loewe=-7.41, Synergy_HSA=-7.54. Drug 1: C1=CC(=CC=C1CCCC(=O)O)N(CCCl)CCCl. (2) Drug 1: CC(C)(C#N)C1=CC(=CC(=C1)CN2C=NC=N2)C(C)(C)C#N. Drug 2: C1CNP(=O)(OC1)N(CCCl)CCCl. Cell line: NCI-H226. Synergy scores: CSS=-5.85, Synergy_ZIP=3.82, Synergy_Bliss=1.45, Synergy_Loewe=-4.75, Synergy_HSA=-4.72. (3) Drug 1: C1CCN(CC1)CCOC2=CC=C(C=C2)C(=O)C3=C(SC4=C3C=CC(=C4)O)C5=CC=C(C=C5)O. Drug 2: CC1CCC2CC(C(=CC=CC=CC(CC(C(=O)C(C(C(=CC(C(=O)CC(OC(=O)C3CCCCN3C(=O)C(=O)C1(O2)O)C(C)CC4CCC(C(C4)OC)O)C)C)O)OC)C)C)C)OC. Cell line: SK-MEL-28. Synergy scores: CSS=21.1, Synergy_ZIP=5.72, Synergy_Bliss=7.61, Synergy_Loewe=-3.27, Synergy_HSA=2.73. (4) Drug 1: CN1C(=O)N2C=NC(=C2N=N1)C(=O)N. Drug 2: CCN(CC)CCNC(=O)C1=C(NC(=C1C)C=C2C3=C(C=CC(=C3)F)NC2=O)C. Cell line: SNB-75. Synergy scores: CSS=-6.21, Synergy_ZIP=2.97, Synergy_Bliss=-0.762, Synergy_Loewe=-9.18, Synergy_HSA=-8.73. (5) Drug 1: CC1=C2C(C(=O)C3(C(CC4C(C3C(C(C2(C)C)(CC1OC(=O)C(C(C5=CC=CC=C5)NC(=O)C6=CC=CC=C6)O)O)OC(=O)C7=CC=CC=C7)(CO4)OC(=O)C)O)C)OC(=O)C. Drug 2: CN(CCCl)CCCl.Cl. Cell line: A549. Synergy scores: CSS=40.9, Synergy_ZIP=5.01, Synergy_Bliss=18.2, Synergy_Loewe=-20.1, Synergy_HSA=-1.33.